From a dataset of Catalyst prediction with 721,799 reactions and 888 catalyst types from USPTO. Predict which catalyst facilitates the given reaction. Reactant: [Cl:1][C:2]1[CH:3]=[CH:4][C:5]([OH:10])=[C:6]([CH:9]=1)[CH:7]=[O:8].[CH2:11]([O:13][C:14](=[O:19])[C:15](Br)([CH3:17])[CH3:16])[CH3:12].C([O-])([O-])=O.[K+].[K+]. Product: [CH2:11]([O:13][C:14](=[O:19])[C:15]([O:10][C:5]1[CH:4]=[CH:3][C:2]([Cl:1])=[CH:9][C:6]=1[CH:7]=[O:8])([CH3:17])[CH3:16])[CH3:12]. The catalyst class is: 3.